This data is from Forward reaction prediction with 1.9M reactions from USPTO patents (1976-2016). The task is: Predict the product of the given reaction. (1) The product is: [C:1]12([CH2:11][NH:12][C:13](=[O:25])[C:14]3[C:19]([Cl:20])=[CH:18][N:17]=[C:16]([CH2:21][CH2:22][CH:23]=[O:24])[CH:15]=3)[CH2:2][CH:3]3[CH2:4][CH:5]([CH2:6][CH:7]([CH2:9]3)[CH2:8]1)[CH2:10]2. Given the reactants [C:1]12([CH2:11][NH:12][C:13](=[O:25])[C:14]3[C:19]([Cl:20])=[CH:18][N:17]=[C:16]([CH2:21][CH2:22][CH2:23][OH:24])[CH:15]=3)[CH2:10][CH:5]3[CH2:6][CH:7]([CH2:9][CH:3]([CH2:4]3)[CH2:2]1)[CH2:8]2.ClCCl.C(=O)(O)[O-].[Na+].S([O-])([O-])(=O)=S.[Na+].[Na+], predict the reaction product. (2) Given the reactants C([Li])CCC.CCCCCC.C(OP([CH2:20][C:21]([CH3:28])=[CH:22][C:23]([O:25][CH2:26][CH3:27])=[O:24])(OCC)=O)C.[CH2:29]([O:31][C:32]1[C:33](/[C:46](/[CH2:51][CH3:52])=[C:47](/[F:50])\[CH:48]=O)=[CH:34][C:35]2[C:36]([CH3:45])([CH3:44])[CH2:37][CH2:38][C:39]([CH3:43])([CH3:42])[C:40]=2[CH:41]=1)[CH3:30], predict the reaction product. The product is: [CH2:29]([O:31][C:32]1[C:33](/[C:46](/[CH2:51][CH3:52])=[C:47](/[F:50])\[CH:48]=[CH:20]\[C:21](\[CH3:28])=[CH:22]\[C:23]([O:25][CH2:26][CH3:27])=[O:24])=[CH:34][C:35]2[C:36]([CH3:44])([CH3:45])[CH2:37][CH2:38][C:39]([CH3:43])([CH3:42])[C:40]=2[CH:41]=1)[CH3:30]. (3) Given the reactants [Br:1][C:2]1[CH:3]=[N:4][CH:5]=[C:6]([Br:8])[CH:7]=1.[Li+].[CH3:10][CH:11]([N-]C(C)C)[CH3:12].C(Br)C=C.[NH4+].[Cl-], predict the reaction product. The product is: [CH2:12]([C:7]1[C:6]([Br:8])=[CH:5][N:4]=[CH:3][C:2]=1[Br:1])[CH:11]=[CH2:10]. (4) Given the reactants C(OC(N1[CH2:12][CH2:11][CH:10]([C:13](=[O:25])[NH:14][CH2:15][C:16]([C:18]2[CH:23]=[CH:22][C:21]([Br:24])=[CH:20][CH:19]=2)=[O:17])C1)=O)(C)(C)C.[C:26]([O:30][C:31]([N:33]1C(C(O)=O)C2C[CH:34]1[CH2:35][CH2:36]2)=[O:32])([CH3:29])([CH3:28])[CH3:27], predict the reaction product. The product is: [C:26]([O:30][C:31]([N:33]1[CH:10]([C:13](=[O:25])[NH:14][CH2:15][C:16]([C:18]2[CH:19]=[CH:20][C:21]([Br:24])=[CH:22][CH:23]=2)=[O:17])[CH:11]2[CH2:12][CH:34]1[CH2:35][CH2:36]2)=[O:32])([CH3:29])([CH3:28])[CH3:27]. (5) Given the reactants [O:1]1[CH2:6][CH2:5][CH:4]([OH:7])[CH2:3][CH2:2]1.[H-].[Na+].[Br:10][C:11]1[CH:16]=[CH:15][C:14]([CH2:17]Br)=[CH:13][CH:12]=1.O, predict the reaction product. The product is: [Br:10][C:11]1[CH:16]=[CH:15][C:14]([CH2:17][O:7][CH:4]2[CH2:5][CH2:6][O:1][CH2:2][CH2:3]2)=[CH:13][CH:12]=1.